This data is from Peptide-MHC class I binding affinity with 185,985 pairs from IEDB/IMGT. The task is: Regression. Given a peptide amino acid sequence and an MHC pseudo amino acid sequence, predict their binding affinity value. This is MHC class I binding data. (1) The peptide sequence is EVRKAIEFV. The MHC is HLA-B39:01 with pseudo-sequence HLA-B39:01. The binding affinity (normalized) is 0.0847. (2) The peptide sequence is YHLGGIEGL. The MHC is HLA-B15:17 with pseudo-sequence HLA-B15:17. The binding affinity (normalized) is 0.0847. (3) The peptide sequence is TPYDINQML. The MHC is HLA-B44:03 with pseudo-sequence HLA-B44:03. The binding affinity (normalized) is 0. (4) The peptide sequence is QNPTMLYNK. The MHC is HLA-A31:01 with pseudo-sequence HLA-A31:01. The binding affinity (normalized) is 0.0487. (5) The peptide sequence is NIVTFINDYA. The MHC is HLA-A02:02 with pseudo-sequence HLA-A02:02. The binding affinity (normalized) is 0.619.